From a dataset of Reaction yield outcomes from USPTO patents with 853,638 reactions. Predict the reaction yield, written as a fraction of the theoretical maximum amount of product (1.0 means a 100% yield; for example, 0.34 means a 34% yield). (1) The catalyst is O1CCCC1.C(O)C.[OH-].[Li+]. The reactants are C([O:3][C:4]([C:6]1[CH:7]=[N:8][N:9]2[CH2:14][CH2:13][CH2:12][O:11][C:10]=12)=[O:5])C.O. The product is [N:8]1[N:9]2[C:10]([O:11][CH2:12][CH2:13][CH2:14]2)=[C:6]([C:4]([OH:5])=[O:3])[CH:7]=1. The yield is 0.980. (2) The reactants are Cl[C:2]1[N:7]2[N:8]=[C:9]([CH3:11])[CH:10]=[C:6]2[N:5]=[C:4]([NH:12][C:13](=[O:24])[C:14]2[CH:19]=[CH:18][C:17]([C:20]([OH:23])([CH3:22])[CH3:21])=[CH:16][CH:15]=2)[CH:3]=1.Cl.[N:26]1[C:31]2[CH2:32][CH2:33][NH:34][CH2:35][C:30]=2[C:29](=[O:36])[NH:28][CH:27]=1.C(N(CC)C(C)C)(C)C. The catalyst is CN(C=O)C. The product is [OH:23][C:20]([C:17]1[CH:18]=[CH:19][C:14]([C:13]([NH:12][C:4]2[CH:3]=[C:2]([N:34]3[CH2:33][CH2:32][C:31]4[N:26]=[CH:27][NH:28][C:29](=[O:36])[C:30]=4[CH2:35]3)[N:7]3[N:8]=[C:9]([CH3:11])[CH:10]=[C:6]3[N:5]=2)=[O:24])=[CH:15][CH:16]=1)([CH3:22])[CH3:21]. The yield is 0.390. (3) The reactants are [CH2:1]([O:8][C:9]1[CH:17]=[C:16]2[C:12]([CH:13]=[N:14][N:15]2[CH2:18][CH:19]([OH:21])[CH3:20])=[CH:11][CH:10]=1)[C:2]1[CH:7]=[CH:6][CH:5]=[CH:4][CH:3]=1.N1C=CN=C1.[C:27]([Si:31](Cl)([CH3:33])[CH3:32])([CH3:30])([CH3:29])[CH3:28].C([O-])(=O)C.[NH4+]. The yield is 0.760. The catalyst is C1COCC1. The product is [CH2:1]([O:8][C:9]1[CH:17]=[C:16]2[C:12]([CH:13]=[N:14][N:15]2[CH2:18][CH:19]([O:21][Si:31]([C:27]([CH3:30])([CH3:29])[CH3:28])([CH3:33])[CH3:32])[CH3:20])=[CH:11][CH:10]=1)[C:2]1[CH:3]=[CH:4][CH:5]=[CH:6][CH:7]=1. (4) The catalyst is CN(C=O)C. The reactants are F[C:2]1[CH:7]=[CH:6][C:5]([N+:8]([O-:10])=[O:9])=[CH:4][CH:3]=1.[N:11]1([C:16]2[CH:21]=[CH:20][C:19]([OH:22])=[CH:18][CH:17]=2)[CH:15]=[N:14][CH:13]=[N:12]1.C(=O)([O-])[O-].[K+].[K+]. The yield is 0.370. The product is [N+:8]([C:5]1[CH:6]=[CH:7][C:2]([O:22][C:19]2[CH:18]=[CH:17][C:16]([N:11]3[CH:15]=[N:14][CH:13]=[N:12]3)=[CH:21][CH:20]=2)=[CH:3][CH:4]=1)([O-:10])=[O:9].